This data is from Drug-target binding data from BindingDB using IC50 measurements. The task is: Regression. Given a target protein amino acid sequence and a drug SMILES string, predict the binding affinity score between them. We predict pIC50 (pIC50 = -log10(IC50 in M); higher means more potent). Dataset: bindingdb_ic50. (1) The small molecule is CCCCCCCCC=CC(=O)CCCCCCC(=O)O. The target protein (P22281) has sequence MLATRNLVPIIRASIKWRIKLSALHYCMSDAETSEALLEDNSAYINNEKHNLFLEKIFSDYQPFKHDNRTQVSCSQHMRDYRPLLTLSSATRSVLFSLLASDMSIILSISPNTGILLCIGHLLASDIEDVVIVLSRGSPLVDLASTRIFKLAQNGTLRFAIKRTTFQELRFLRKSKDENVMEAATRGIITIRQLYYENKVLPLRFTGNVATHIEENLEFEEQITWRTHVDSSIFPNTRCAYPSGYGPSAKIPCLSHKPNDILAYTGSTLVGRVVSKLAPEQVMKKVTLESGGKSTMAVFIQHDVTWAVENTQFGVFDRQGQCCIAQSGYTVHRSTLSQIVENNLEKDPSYVLHVDTESDIRGPFILKIHFESIPRRINSAKAENSKVLCGGPRENSVYLYPTLSATLTDECRIMKEEVFAPIITILCVKTVDEAIQRGNNSKFGLAAYVTKENVHGIILSTALKTVKLFIICVHLASYQIPFGGNKNSGMGAELGKRALE.... The pIC50 is 3.5. (2) The compound is CN(C)c1ccc2nc3c(C(=O)O)cc(=O)c(O)c-3oc2c1.Cl. The target protein (O54908) has sequence MMVVCAAAAVRFLAVFTMMALCSLPLLGASATLNSVLINSNAIKNLPPPLGGAGGQPGSAVSVAPGVLYEGGNKYQTLDNYQPYPCAEDEECGSDEYCSSPSRGAAGVGGVQICLACRKRRKRCMRHAMCCPGNYCKNGICMPSDHSHFPRGEIEESIIENLGNDHNAAAGDGYPRRTTLTSKIYHTKGQEGSVCLRSSDCAAGLCCARHFWSKICKPVLKEGQVCTKHKRKGSHGLEIFQRCYCGEGLACRIQKDHHQASNSSRLHTCQRH. The pIC50 is 5.5. (3) The compound is Nc1cc(CC(=O)[C@@H](N)Cc2cnc[nH]2)ccc1Br. The target protein (P24226) has sequence MSFDLSRLSLTSSPRLSFLTRTATKKGFVRCSMKSYRLSELSFSQVENLKARPRIDFSSIFTTVNPIIDAVRSKGDTAVKEYTERFDKVQLNKVVEDVSELDIPELDSAVKEAFDVAYDNIYAFHFAQMSTEKSVENMKGVRCKRVSRSIGSVGLYVPGGTAVLPSTALMLAIPAQIAGCKTVVLATPPTKEGSICKEVLYCAKRAGVTHILKAGGAQAIAAMAWGTDSCPKVEKIFGPGNQYVTAAKMILQNSEAMVSIDMPAGPSEVLVIADEHASPVYIAADLLSQAEHGPDSQVVLVVVGDGVNLKAIEEEIAKQCKSLPRGEFASKALSHSFTVFARDMIEAITFSNLYAPEHLIINVKDAEKWEGLIENAGSVFIGPWTPESVGDYASGTNHVLPTYGYARMYSGVSLDSFLKFMTVQSLTEEGLRNLGPYVATMAEIEGLDAHKRAVTLRLKDIEAKQTQTK. The pIC50 is 5.1. (4) The small molecule is CCCCc1oc2ccccc2c1C(=O)c1cc(I)c(OCCN)c(I)c1. The target protein (P04625) has sequence MEQKPSTLDPLSEPEDTRWLDGKRKRKSSQCLVKSSMSGYIPSYLDKDEQCVVCGDKATGYHYRCITCEGCKGFFRRTIQKNLHPTYSCKYDGCCVIDKITRNQCQLCRFKKCISVGMAMDLVLDDSKRVAKRKLIEENRERRRKEEMIKSLQHRPSPSAEEWELIHVVTEAHRSTNAQGSHWKQKRKFLPEDIGQSPMASMPDGDKVDLEAFSEFTKIITPAITRVVDFAKKLPMFSELPCEDQIILLKGCCMEIMSLRAAVRYDPESETLTLSGEMAVKREQLKNGGLGVVSDAIFDLGKSLSAFNLDDTEVALLQAVLLMSSDRTGLICVDKIEKCQETYLLAFEHYINYRKHNIPHFWPKLLMKVTDLRMIGACHASRFLHMKVECPTELFPPLFLEVFEDQEV. The pIC50 is 4.4. (5) The drug is O=C(O)Cc1sc(/C=C2\NC(=O)CS2)nc1-c1ccccc1. The target protein (Q76LX8) has sequence MHQRHPRARCPPLCVAGILACGFLLGCWGPSHFQQSCLQALEPQAVSSYLSPGAPLKGRPPSPGFQRQRQRQRRAAGGILHLELLVAVGPDVFQAHQEDTERYVLTNLNIGAELLRDPSLGAQFRVHLVKMVILTEPEGAPNITANLTSSLLSVCGWSQTINPEDDTDPGHADLVLYITRFDLELPDGNRQVRGVTQLGGACSPTWSCLITEDTGFDLGVTIAHEIGHSFGLEHDGAPGSGCGPSGHVMASDGAAPRAGLAWSPCSRRQLLSLLSAGRARCVWDPPRPQPGSAGHPPDAQPGLYYSANEQCRVAFGPKAVACTFAREHLDMCQALSCHTDPLDQSSCSRLLVPLLDGTECGVEKWCSKGRCRSLVELTPIAAVHGRWSSWGPRSPCSRSCGGGVVTRRRQCNNPRPAFGGRACVGADLQAEMCNTQACEKTQLEFMSQQCARTDGQPLRSSPGGASFYHWGAAVPHSQGDALCRHMCRAIGESFIMKRGD.... The pIC50 is 4.9.